Dataset: Reaction yield outcomes from USPTO patents with 853,638 reactions. Task: Predict the reaction yield, written as a fraction of the theoretical maximum amount of product (1.0 means a 100% yield; for example, 0.34 means a 34% yield). (1) The reactants are [CH3:1][C:2]1[O:6][N:5]=[C:4]([C:7]2[CH:12]=[CH:11][CH:10]=[CH:9][CH:8]=2)[C:3]=1[CH2:13][NH:14][C:15]1[CH:23]=[CH:22][C:18]([C:19]([OH:21])=O)=[CH:17][N:16]=1.[CH:24]([NH2:27])([CH3:26])[CH3:25]. No catalyst specified. The product is [CH:24]([NH:27][C:19](=[O:21])[C:18]1[CH:22]=[CH:23][C:15]([NH:14][CH2:13][C:3]2[C:4]([C:7]3[CH:8]=[CH:9][CH:10]=[CH:11][CH:12]=3)=[N:5][O:6][C:2]=2[CH3:1])=[N:16][CH:17]=1)([CH3:26])[CH3:25]. The yield is 0.820. (2) The reactants are [CH3:1][C:2]1[CH2:7][CH2:6][CH2:5][C:4]([CH3:9])([CH3:8])[C:3]=1/[CH:10]=[CH:11]/[C:12]1[CH:13]=[C:14]([CH2:18][CH2:19][CH2:20][NH2:21])[CH:15]=[CH:16][CH:17]=1.[C:22]([OH:27])(=[O:26])[C:23]([OH:25])=[O:24]. The yield is 0.710. The catalyst is C(O)C. The product is [C:22]([OH:27])(=[O:26])[C:23]([OH:25])=[O:24].[CH3:1][C:2]1[CH2:7][CH2:6][CH2:5][C:4]([CH3:8])([CH3:9])[C:3]=1/[CH:10]=[CH:11]/[C:12]1[CH:13]=[C:14]([CH2:18][CH2:19][CH2:20][NH2:21])[CH:15]=[CH:16][CH:17]=1.